From a dataset of Peptide-MHC class I binding affinity with 185,985 pairs from IEDB/IMGT. Regression. Given a peptide amino acid sequence and an MHC pseudo amino acid sequence, predict their binding affinity value. This is MHC class I binding data. (1) The MHC is HLA-A68:02 with pseudo-sequence HLA-A68:02. The peptide sequence is RVLLLLLLGL. The binding affinity (normalized) is 0.224. (2) The peptide sequence is KSFLWTQSLR. The MHC is HLA-A68:01 with pseudo-sequence HLA-A68:01. The binding affinity (normalized) is 0.431.